Dataset: Reaction yield outcomes from USPTO patents with 853,638 reactions. Task: Predict the reaction yield, written as a fraction of the theoretical maximum amount of product (1.0 means a 100% yield; for example, 0.34 means a 34% yield). (1) The reactants are [Br:1][C:2]1[CH:7]=[C:6]([O:8]C)[CH:5]=[C:4]([I:10])[CH:3]=1.Br. The catalyst is C(O)(=O)C.[Br-].C([N+](CCCC)(CCCC)CCCC)CCC. The product is [Br:1][C:2]1[CH:7]=[C:6]([OH:8])[CH:5]=[C:4]([I:10])[CH:3]=1. The yield is 0.960. (2) The reactants are [CH:1]([O:4][C:5]1[CH:10]=[CH:9][C:8]([NH:11][C:12]([N:14]2[CH2:19][CH2:18][NH:17][CH2:16][CH2:15]2)=[O:13])=[CH:7][CH:6]=1)([CH3:3])[CH3:2].[NH2:20][C:21]1[C:26]([CH:27]=O)=[C:25](Cl)[N:24]=[CH:23][N:22]=1.CCN(C(C)C)C(C)C.[CH3:39][O:40][NH2:41].Cl. The catalyst is CS(C)=O.O. The product is [CH:1]([O:4][C:5]1[CH:10]=[CH:9][C:8]([NH:11][C:12]([N:14]2[CH2:15][CH2:16][N:17]([C:25]3[C:26]([CH:27]=[N:41][O:40][CH3:39])=[C:21]([NH2:20])[N:22]=[CH:23][N:24]=3)[CH2:18][CH2:19]2)=[O:13])=[CH:7][CH:6]=1)([CH3:3])[CH3:2]. The yield is 0.110. (3) The reactants are [Li+].CC([N-]C(C)C)C.[CH2:9]([O:11][C:12](=[O:26])[CH:13]([O:15][C:16]1[CH:17]=[C:18]2[C:23](=[CH:24][CH:25]=1)[N:22]=[CH:21][CH:20]=[CH:19]2)[CH3:14])[CH3:10].[CH2:27]([O:34][C:35]1[CH:42]=[CH:41][C:38]([CH:39]=[O:40])=[CH:37][CH:36]=1)[C:28]1[CH:33]=[CH:32][CH:31]=[CH:30][CH:29]=1.CC(O)=O. The catalyst is C1COCC1.CCOCC. The product is [CH2:9]([O:11][C:12](=[O:26])[C:13]([CH3:14])([O:15][C:16]1[CH:17]=[C:18]2[C:23](=[CH:24][CH:25]=1)[N:22]=[CH:21][CH:20]=[CH:19]2)[CH:39]([C:38]1[CH:37]=[CH:36][C:35]([O:34][CH2:27][C:28]2[CH:29]=[CH:30][CH:31]=[CH:32][CH:33]=2)=[CH:42][CH:41]=1)[OH:40])[CH3:10]. The yield is 0.860.